Dataset: Peptide-MHC class II binding affinity with 134,281 pairs from IEDB. Task: Regression. Given a peptide amino acid sequence and an MHC pseudo amino acid sequence, predict their binding affinity value. This is MHC class II binding data. (1) The peptide sequence is ISSQYYIQQNGNLCY. The MHC is DRB1_1201 with pseudo-sequence DRB1_1201. The binding affinity (normalized) is 0.400. (2) The binding affinity (normalized) is 0.169. The peptide sequence is KLKIQNVIIDECYGA. The MHC is HLA-DPA10201-DPB10501 with pseudo-sequence HLA-DPA10201-DPB10501. (3) The peptide sequence is YTVALFLAVALVAGP. The MHC is HLA-DPA10201-DPB11401 with pseudo-sequence HLA-DPA10201-DPB11401. The binding affinity (normalized) is 0.0794. (4) The binding affinity (normalized) is 0. The peptide sequence is CCRCGARGPESRLL. The MHC is HLA-DPA10301-DPB10402 with pseudo-sequence HLA-DPA10301-DPB10402. (5) The peptide sequence is PPPPQLGASPYKLGP. The MHC is HLA-DPA10201-DPB11401 with pseudo-sequence HLA-DPA10201-DPB11401. The binding affinity (normalized) is 0.0817. (6) The peptide sequence is YALFYKLDVVPIDNDNTSY. The MHC is HLA-DPA10201-DPB10501 with pseudo-sequence HLA-DPA10201-DPB10501. The binding affinity (normalized) is 0.347. (7) The peptide sequence is NMYAMMIARFKMFPEVKEKG. The MHC is HLA-DQA10301-DQB10302 with pseudo-sequence HLA-DQA10301-DQB10302. The binding affinity (normalized) is 0. (8) The peptide sequence is NALSMMPEAMTIVML. The binding affinity (normalized) is 0.563. The MHC is HLA-DQA10201-DQB10402 with pseudo-sequence HLA-DQA10201-DQB10402. (9) The peptide sequence is DDRFGLALSHLNAMS. The MHC is DRB3_0301 with pseudo-sequence DRB3_0301. The binding affinity (normalized) is 0.763. (10) The peptide sequence is MGQLISFFGEIPSII. The MHC is H-2-IAb with pseudo-sequence H-2-IAb. The binding affinity (normalized) is 0.152.